This data is from Full USPTO retrosynthesis dataset with 1.9M reactions from patents (1976-2016). The task is: Predict the reactants needed to synthesize the given product. (1) The reactants are: C(N1C=CN=C1)(N1C=CN=C1)=O.[C:13]1([C@H:19]([N:21]2[CH2:26][CH2:25][O:24][C@@H:23]([C:27]3[CH:35]=[CH:34][C:30]([C:31]([OH:33])=O)=[CH:29][CH:28]=3)[CH2:22]2)[CH3:20])[CH:18]=[CH:17][CH:16]=[CH:15][CH:14]=1.[NH:36]1[CH2:41][CH2:40][O:39][CH2:38][CH2:37]1. Given the product [N:36]1([C:31]([C:30]2[CH:34]=[CH:35][C:27]([C@@H:23]3[O:24][CH2:25][CH2:26][N:21]([C@@H:19]([C:13]4[CH:18]=[CH:17][CH:16]=[CH:15][CH:14]=4)[CH3:20])[CH2:22]3)=[CH:28][CH:29]=2)=[O:33])[CH2:41][CH2:40][O:39][CH2:38][CH2:37]1, predict the reactants needed to synthesize it. (2) Given the product [C:1]([C:3]1[CH:4]=[C:5]([CH:9]=[CH:10][CH:11]=1)[C:6]([NH:45][C:46]1[CH:51]=[CH:50][CH:49]=[CH:48][C:47]=1/[CH:52]=[CH:53]/[C:54]([O:56][CH3:57])=[O:55])=[O:8])#[N:2], predict the reactants needed to synthesize it. The reactants are: [C:1]([C:3]1[CH:4]=[C:5]([CH:9]=[CH:10][CH:11]=1)[C:6]([OH:8])=O)#[N:2].CN(C(ON1N=NC2C=CC=NC1=2)=[N+](C)C)C.F[P-](F)(F)(F)(F)F.CCN(C(C)C)C(C)C.[NH2:45][C:46]1[CH:51]=[CH:50][CH:49]=[CH:48][C:47]=1/[CH:52]=[CH:53]/[C:54]([O:56][CH3:57])=[O:55]. (3) Given the product [CH3:13][C:14]1[CH:19]=[C:18]([C:20]2[CH:21]=[CH:22][C:23]3[N:29]4[CH2:30][C@H:26]([CH2:27][CH2:28]4)[N:25]([C:5]([NH:45][C:43]4[N:42]=[N:41][NH:40][CH:44]=4)=[O:11])[C:24]=3[N:31]=2)[CH:17]=[CH:16][N:15]=1, predict the reactants needed to synthesize it. The reactants are: ClC(Cl)(O[C:5](=[O:11])OC(Cl)(Cl)Cl)Cl.[CH3:13][C:14]1[CH:19]=[C:18]([C:20]2[CH:21]=[CH:22][C:23]3[N:29]4[CH2:30][C@H:26]([CH2:27][CH2:28]4)[NH:25][C:24]=3[N:31]=2)[CH:17]=[CH:16][N:15]=1.C(N(CC)CC)C.Cl.[NH:40]1[CH:44]=[C:43]([NH2:45])[N:42]=[N:41]1. (4) Given the product [CH3:22][C@:19]12[C@@:18]3([CH3:23])[C@@H:9]([C@:10]4([CH3:36])[C@@H:15]([CH2:16][CH2:17]3)[C:14]([CH3:25])([CH3:24])[C:13]([C:26]3[CH:27]=[CH:28][C:29]([C:30]([O:32][CH3:33])=[O:31])=[CH:34][CH:35]=3)=[CH:12][CH2:11]4)[CH2:8][CH2:7][C@@H:6]1[C@H:5]1[C@H:37]([C:40]([CH2:42][O:43][CH2:44][CH2:45][N:46]3[CH2:47][CH2:48][O:49][CH2:50][CH2:51]3)=[CH2:41])[CH2:38][CH2:39][C@:4]1([C:2](=[O:3])[NH:110][CH2:111][CH2:112][CH2:113][N:114]1[CH2:118][CH2:117][CH2:116][C:115]1=[O:119])[CH2:21][CH2:20]2, predict the reactants needed to synthesize it. The reactants are: Cl[C:2]([C@:4]12[CH2:39][CH2:38][C@@H:37]([C:40]([CH2:42][O:43][CH2:44][CH2:45][N:46]3[CH2:51][CH2:50][O:49][CH2:48][CH2:47]3)=[CH2:41])[C@@H:5]1[C@@H:6]1[C@@:19]([CH3:22])([CH2:20][CH2:21]2)[C@@:18]2([CH3:23])[C@@H:9]([C@:10]3([CH3:36])[C@@H:15]([CH2:16][CH2:17]2)[C:14]([CH3:25])([CH3:24])[C:13]([C:26]2[CH:35]=[CH:34][C:29]([C:30]([O:32][CH3:33])=[O:31])=[CH:28][CH:27]=2)=[CH:12][CH2:11]3)[CH2:8][CH2:7]1)=[O:3].C(OC(=O)CCNC([C@]12CC[C@@H](C(COCCN3CCOCC3)=C)[C@@H]1[C@@H]1[C@@](C)(CC2)[C@@]2(C)[C@@H]([C@]3(C)[C@@H](CC2)C(C)(C)C(C2C=CC(C(OC)=O)=CC=2)=CC3)CC1)=O)C.[NH2:110][CH2:111][CH2:112][CH2:113][N:114]1[CH2:118][CH2:117][CH2:116][C:115]1=[O:119].C(N(C(C)C)CC)(C)C. (5) Given the product [CH3:16][O:15][C:5]1[CH:6]=[C:7]([O:10][C:11]([F:12])([F:13])[F:14])[CH:8]=[CH:9][C:4]=1[C:3]([OH:17])=[O:2], predict the reactants needed to synthesize it. The reactants are: C[O:2][C:3](=[O:17])[C:4]1[CH:9]=[CH:8][C:7]([O:10][C:11]([F:14])([F:13])[F:12])=[CH:6][C:5]=1[O:15][CH3:16].[OH-].[Li+].Cl. (6) Given the product [Cl:1][C:2]1[CH:3]=[CH:4][C:5]([O:25][CH3:26])=[C:6]([C:8]2[C:12]([NH:13][C:14]([C:16]3[CH:11]=[N:10][N:9]4[CH:8]=[CH:6][CH:22]=[N:23][C:24]=34)=[O:15])=[CH:11][N:10]([CH2:33][C:32]([O:31][C:27]([CH3:30])([CH3:29])[CH3:28])=[O:35])[N:9]=2)[CH:7]=1, predict the reactants needed to synthesize it. The reactants are: [Cl:1][C:2]1[CH:3]=[CH:4][C:5]([O:25][CH3:26])=[C:6]([C:8]2[C:12]([NH:13][C:14]([C:16]3[C:24]4[N:23]=[CH:22]N=CC=4NN=3)=[O:15])=[CH:11][NH:10][N:9]=2)[CH:7]=1.[C:27]([O:31][C:32](=[O:35])[CH2:33]Br)([CH3:30])([CH3:29])[CH3:28].C(=O)([O-])[O-].[Cs+].[Cs+].C(=O)([O-])[O-]. (7) The reactants are: [CH3:1][C:2]1[CH:6]=[C:5]([NH2:7])[N:4]([C:8]2[CH:13]=[CH:12][CH:11]=[C:10]([CH3:14])[N:9]=2)[N:3]=1.Cl[C:16]1[CH:24]=[C:23]([F:25])[C:22]([F:26])=[CH:21][C:17]=1[C:18]([OH:20])=[O:19].C(=O)([O-])[O-].[K+].[K+].Cl. Given the product [F:25][C:23]1[C:22]([F:26])=[CH:21][C:17]([C:18]([OH:20])=[O:19])=[C:16]([NH:7][C:5]2[N:4]([C:8]3[CH:13]=[CH:12][CH:11]=[C:10]([CH3:14])[N:9]=3)[N:3]=[C:2]([CH3:1])[CH:6]=2)[CH:24]=1, predict the reactants needed to synthesize it. (8) Given the product [C:1]([O:5][C:6](=[O:7])[NH:8][C@H:9]1[CH2:14][CH2:13][C@H:12]([C:15](=[O:17])[NH2:22])[CH2:11][CH2:10]1)([CH3:4])([CH3:3])[CH3:2], predict the reactants needed to synthesize it. The reactants are: [C:1]([O:5][C:6]([NH:8][C@H:9]1[CH2:14][CH2:13][C@H:12]([C:15]([OH:17])=O)[CH2:11][CH2:10]1)=[O:7])([CH3:4])([CH3:3])[CH3:2].C1C(=O)[N:22](O)C(=O)C1.C1(N=C=NC2CCCCC2)CCCCC1.N. (9) Given the product [CH2:7]([O:14][C:15]1[C:16]([CH2:17][OH:18])=[C:22]([O:27][CH3:28])[CH:23]=[C:24]([CH3:26])[N:25]=1)[C:8]1[CH:9]=[CH:10][CH:11]=[CH:12][CH:13]=1, predict the reactants needed to synthesize it. The reactants are: [H-].[Al+3].[Li+].[H-].[H-].[H-].[CH2:7]([O:14][C:15]1[N:25]=[C:24]([CH3:26])[CH:23]=[C:22]([O:27][CH3:28])[C:16]=1[C:17](OCC)=[O:18])[C:8]1[CH:13]=[CH:12][CH:11]=[CH:10][CH:9]=1.